From a dataset of Forward reaction prediction with 1.9M reactions from USPTO patents (1976-2016). Predict the product of the given reaction. (1) Given the reactants [NH2:1][C:2]1[N:6]([C@@H:7]2[CH2:12][CH2:11][CH2:10][NH:9][CH2:8]2)[N:5]=[C:4]([C:13]2[CH:18]=[CH:17][C:16]([O:19][C:20]3[CH:25]=[CH:24][C:23]([F:26])=[CH:22][C:21]=3[F:27])=[CH:15][CH:14]=2)[C:3]=1[C:28]([NH2:30])=[O:29].[CH3:31][O:32][CH2:33]/[CH:34]=[CH:35]/[C:36](O)=[O:37].F[P-](F)(F)(F)(F)F.N1(OC(N(C)C)=[N+](C)C)C2N=CC=CC=2N=N1.C(N(CC)CC)C, predict the reaction product. The product is: [NH2:1][C:2]1[N:6]([C@@H:7]2[CH2:12][CH2:11][CH2:10][N:9]([C:36](=[O:37])/[CH:35]=[CH:34]/[CH2:33][O:32][CH3:31])[CH2:8]2)[N:5]=[C:4]([C:13]2[CH:18]=[CH:17][C:16]([O:19][C:20]3[CH:25]=[CH:24][C:23]([F:26])=[CH:22][C:21]=3[F:27])=[CH:15][CH:14]=2)[C:3]=1[C:28]([NH2:30])=[O:29]. (2) Given the reactants [Br:1][C:2]1[CH:7]=[C:6](F)[CH:5]=[CH:4][C:3]=1[N+:9]([O-:11])=[O:10].[NH:12]1[CH2:17][CH2:16][CH2:15][CH2:14][CH2:13]1.C(=O)([O-])[O-].[K+].[K+], predict the reaction product. The product is: [Br:1][C:2]1[CH:7]=[C:6]([N:12]2[CH2:17][CH2:16][CH2:15][CH2:14][CH2:13]2)[CH:5]=[CH:4][C:3]=1[N+:9]([O-:11])=[O:10]. (3) Given the reactants CCN(C(C)C)C(C)C.OC(C(F)(F)F)=O.[NH2:17][CH2:18][C:19]([N:21]1[CH2:26][CH2:25][N:24]([C:27](=[O:38])[C:28]2[CH:33]=[CH:32][CH:31]=[CH:30][C:29]=2[C:34]([F:37])([F:36])[F:35])[CH2:23][CH2:22]1)=[O:20].C1C=CC2N(O)N=NC=2C=1.CCN=C=NCCCN(C)C.Cl.[F:61][C:62]([F:78])([F:77])[C:63]1[CH:64]=[C:65]([C:69]2[O:73][C:72]([C:74](O)=[O:75])=[CH:71][CH:70]=2)[CH:66]=[CH:67][CH:68]=1, predict the reaction product. The product is: [O:20]=[C:19]([N:21]1[CH2:22][CH2:23][N:24]([C:27](=[O:38])[C:28]2[CH:33]=[CH:32][CH:31]=[CH:30][C:29]=2[C:34]([F:37])([F:35])[F:36])[CH2:25][CH2:26]1)[CH2:18][NH:17][C:74]([C:72]1[O:73][C:69]([C:65]2[CH:66]=[CH:67][CH:68]=[C:63]([C:62]([F:78])([F:61])[F:77])[CH:64]=2)=[CH:70][CH:71]=1)=[O:75]. (4) Given the reactants Cl[C:2]1[C:11]2[C:6](=[CH:7][CH:8]=[C:9]([CH3:12])[CH:10]=2)[N:5]=[C:4]([N:13]2[CH2:19][C:18]3[CH:20]=[CH:21][CH:22]=[CH:23][C:17]=3[S:16](=[O:25])(=[O:24])[CH2:15][CH2:14]2)[CH:3]=1.[NH2:26][C:27]1([CH2:31][NH:32][C:33](=[O:39])OC(C)(C)C)[CH2:30][O:29][CH2:28]1.C1(P(C2C=CC=CC=2)C2C=CC3C(=CC=CC=3)C=2C2C3C(=CC=CC=3)C=CC=2P(C2C=CC=CC=2)C2C=CC=CC=2)C=CC=CC=1.[Na], predict the reaction product. The product is: [O:24]=[S:16]1(=[O:25])[C:17]2[CH:23]=[CH:22][CH:21]=[CH:20][C:18]=2[CH2:19][N:13]([C:4]2[CH:3]=[C:2]([N:26]3[C:33](=[O:39])[NH:32][CH2:31][C:27]43[CH2:30][O:29][CH2:28]4)[C:11]3[C:6](=[CH:7][CH:8]=[C:9]([CH3:12])[CH:10]=3)[N:5]=2)[CH2:14][CH2:15]1. (5) Given the reactants N[N:2]1[C:14]2[CH:13]=[N:12][CH:11]=[CH:10][C:9]=2[C:8]2[C:3]1=[CH:4][C:5](Cl)=[CH:6][CH:7]=2.[F:16][C:17]1[CH:18]=[C:19]([CH:23]=[CH:24][C:25]=1[F:26])[C:20](Cl)=O.[OH-:27].[Na+].[ClH:29].[N:30]1C=CC=CC=1, predict the reaction product. The product is: [Cl:29][C:6]1[CH:7]=[C:8]2[C:3](=[C:4]([NH:30][C:20](=[O:27])[C:19]3[CH:23]=[CH:24][C:25]([F:26])=[C:17]([F:16])[CH:18]=3)[CH:5]=1)[NH:2][C:14]1[CH:13]=[N:12][CH:11]=[CH:10][C:9]2=1. (6) Given the reactants [S:1](=[O:32])(=[O:31])([O:3][CH2:4][C@@H:5]1[CH2:9][C@@H:8]([O:10][C:11]2[CH:16]=[C:15]([NH:17][C@@H:18]3[C:26]4[C:21](=[CH:22][C:23]([Cl:27])=[CH:24][CH:25]=4)[CH2:20][C@@H:19]3[O:28][CH3:29])[N:14]=[CH:13][N:12]=2)[CH2:7][C@@H:6]1[OH:30])[NH2:2].C(#N)C.Cl, predict the reaction product. The product is: [ClH:27].[S:1](=[O:31])(=[O:32])([O:3][CH2:4][C@@H:5]1[CH2:9][C@@H:8]([O:10][C:11]2[CH:16]=[C:15]([NH:17][C@@H:18]3[C:26]4[C:21](=[CH:22][C:23]([Cl:27])=[CH:24][CH:25]=4)[CH2:20][C@@H:19]3[O:28][CH3:29])[N:14]=[CH:13][N:12]=2)[CH2:7][C@@H:6]1[OH:30])[NH2:2].